From a dataset of Full USPTO retrosynthesis dataset with 1.9M reactions from patents (1976-2016). Predict the reactants needed to synthesize the given product. (1) Given the product [OH:1][C:2]1[C:11]2[C:6](=[N:7][CH:8]=[CH:9][CH:10]=2)[N:5]([CH2:12][CH2:13][CH:14]([CH3:16])[CH3:15])[C:4](=[O:17])[C:3]=1[C:18]1[NH:23][C:22]2[CH:24]=[CH:25][C:26]([NH:28][S:29]([N:32]3[CH2:50][CH2:49][CH:48]([NH:47][C:40](=[O:41])[O:42][C:43]([CH3:46])([CH3:45])[CH3:44])[CH2:36]3)(=[O:31])=[O:30])=[CH:27][C:21]=2[S:20](=[O:38])(=[O:39])[N:19]=1, predict the reactants needed to synthesize it. The reactants are: [OH:1][C:2]1[C:11]2[C:6](=[N:7][CH:8]=[CH:9][CH:10]=2)[N:5]([CH2:12][CH2:13][CH:14]([CH3:16])[CH3:15])[C:4](=[O:17])[C:3]=1[C:18]1[NH:23][C:22]2[CH:24]=[CH:25][C:26]([NH:28][S:29]([N:32]3[CH2:36]COC3=O)(=[O:31])=[O:30])=[CH:27][C:21]=2[S:20](=[O:39])(=[O:38])[N:19]=1.[C:40]([N:47]1C[CH2:50][CH:49](N)[CH2:48]1)([O:42][C:43]([CH3:46])([CH3:45])[CH3:44])=[O:41]. (2) Given the product [CH3:18][N:7]1[C:8]2[C:13](=[CH:12][C:11]([C:14]([F:15])([F:16])[F:17])=[CH:10][CH:9]=2)[C:5]([CH:3]([NH2:2])[CH3:4])=[CH:6]1, predict the reactants needed to synthesize it. The reactants are: O[N:2]=[C:3]([C:5]1[C:13]2[C:8](=[CH:9][CH:10]=[C:11]([C:14]([F:17])([F:16])[F:15])[CH:12]=2)[N:7]([CH3:18])[CH:6]=1)[CH3:4].[OH-].[NH4+].[H][H]. (3) Given the product [N+:24]([C:21]1[CH:22]=[CH:23][C:18]([C:14]2[O:15][C:16]3[CH:17]=[C:10]4[C:9](=[O:29])[N:8]([CH2:7][CH2:6][CH2:5][C:4]([OH:32])=[O:3])[C:27](=[S:28])[N:11]4[C:12]=3[CH:13]=2)=[CH:19][CH:20]=1)([O-:26])=[O:25], predict the reactants needed to synthesize it. The reactants are: C([O:3][C:4](=[O:32])[CH:5](CC)[CH2:6][CH2:7][N:8]1[C:27](=[S:28])[N:11]2[C:12]3[CH:13]=[C:14]([C:18]4[CH:23]=[CH:22][C:21]([N+:24]([O-:26])=[O:25])=[CH:20][CH:19]=4)[O:15][C:16]=3[CH:17]=[C:10]2[C:9]1=[O:29])C.O. (4) Given the product [CH3:1][O:2][C:3]([C:4]1[O:5][C:6]2[CH:11]=[CH:10][CH:9]=[CH:8][C:7]=2[C:12]=1[CH2:13][CH3:14])=[O:16], predict the reactants needed to synthesize it. The reactants are: [CH3:1][O:2][C:3](=[O:16])[CH2:4][O:5][C:6]1[CH:11]=[CH:10][CH:9]=[CH:8][C:7]=1[C:12](=O)[CH2:13][CH3:14].C[O-].[Na+].Cl. (5) Given the product [Cl:17][C:4]1[N:3]=[C:2]([N:21]2[CH2:20][C@H:19]([CH3:18])[O:24][C@H:23]([CH3:25])[CH2:22]2)[C:14]2[N:13]=[C:12]3[N:7]([C:6]=2[N:5]=1)[CH2:8][CH2:9][O:10][C:11]3([CH3:16])[CH3:15], predict the reactants needed to synthesize it. The reactants are: Cl[C:2]1[C:14]2[N:13]=[C:12]3[N:7]([CH2:8][CH2:9][O:10][C:11]3([CH3:16])[CH3:15])[C:6]=2[N:5]=[C:4]([Cl:17])[N:3]=1.[CH3:18][C@H:19]1[O:24][C@@H:23]([CH3:25])[CH2:22][NH:21][CH2:20]1.C(N(CC)CC)C.